From a dataset of Full USPTO retrosynthesis dataset with 1.9M reactions from patents (1976-2016). Predict the reactants needed to synthesize the given product. (1) The reactants are: [F:1][C:2]1[CH:3]=[C:4]([CH:26]=[CH:27][C:28]=1[O:29][CH3:30])[CH2:5][C:6]1[C:15]2[NH:16][C:17]3[CH:18]=[CH:19][CH:20]=[CH:21][C:22]=3[C:14]=2[C:13]2[C@@H:12]([OH:23])[CH2:11][C:10]([CH3:25])([CH3:24])[CH2:9][C:8]=2[N:7]=1.[CH2:31]([C:37]([OH:39])=[O:38])[C@H:32]([OH:36])[C:33]([OH:35])=[O:34]. Given the product [C:33]([OH:35])(=[O:34])[CH:32]([CH2:31][C:37]([OH:39])=[O:38])[OH:36].[F:1][C:2]1[CH:3]=[C:4]([CH:26]=[CH:27][C:28]=1[O:29][CH3:30])[CH2:5][C:6]1[C:15]2[NH:16][C:17]3[CH:18]=[CH:19][CH:20]=[CH:21][C:22]=3[C:14]=2[C:13]2[C@@H:12]([OH:23])[CH2:11][C:10]([CH3:25])([CH3:24])[CH2:9][C:8]=2[N:7]=1, predict the reactants needed to synthesize it. (2) The reactants are: [N+:1]([C:4]1[CH:9]=[CH:8][C:7]([O:10][C:11]2[CH:16]=[CH:15][CH:14]=[CH:13][CH:12]=2)=[CH:6][CH:5]=1)([O-:3])=[O:2].C(=O)([O-])[O-].[K+].[K+].C(O)(=O)C(C)(C)C.[OH-].[Na+]. Given the product [N+:1]([C:4]1[CH:5]=[CH:6][C:7]2[O:10][C:11]3[CH:16]=[CH:15][CH:14]=[CH:13][C:12]=3[C:8]=2[CH:9]=1)([O-:3])=[O:2], predict the reactants needed to synthesize it.